Task: Regression/Classification. Given a drug SMILES string, predict its absorption, distribution, metabolism, or excretion properties. Task type varies by dataset: regression for continuous measurements (e.g., permeability, clearance, half-life) or binary classification for categorical outcomes (e.g., BBB penetration, CYP inhibition). For this dataset (solubility_aqsoldb), we predict Y.. Dataset: Aqueous solubility values for 9,982 compounds from the AqSolDB database (1) The drug is CCCCC(=O)O[C@]1(C(=O)CO)[C@@H](C)C[C@H]2[C@@H]3CCC4=CC(=O)C=C[C@]4(C)[C@@]3(F)[C@@H](O)C[C@@]21C. The Y is -4.71 log mol/L. (2) The compound is CCOP(=S)(Oc1ccc([N+](=O)[O-])cc1)c1ccccc1. The Y is -5.02 log mol/L. (3) The molecule is OCC(O)C1OC(Oc2ccccc2)C(O)C(O)C1O. The Y is -1.55 log mol/L. (4) The molecule is CCC1(C)C(=O)NC(=O)NC1=O. The Y is -1.23 log mol/L. (5) The Y is -0.821 log mol/L. The compound is CC1(CCN2CCCCC2)NC(=O)NC1=O. (6) The molecule is Cc1ccc(OP(=O)(Oc2ccccc2)Oc2ccccc2C)cc1. The Y is -6.37 log mol/L. (7) The drug is O=C1c2cc(CCCCO)ccc2OCc2ccsc21. The Y is -3.92 log mol/L.